This data is from Clinical trial toxicity outcomes and FDA approval status for drugs. The task is: Regression/Classification. Given a drug SMILES string, predict its toxicity properties. Task type varies by dataset: regression for continuous values (e.g., LD50, hERG inhibition percentage) or binary classification for toxic/non-toxic outcomes (e.g., AMES mutagenicity, cardiotoxicity, hepatotoxicity). Dataset: clintox. (1) The compound is C[C@@H]1O[C@@H]1P(=O)([O-])[O-]. The result is 0 (passed clinical trial). (2) The compound is NNC(=O)c1ccncc1. The result is 0 (passed clinical trial). (3) The drug is [NH3+][C@@H]1CONC1=O. The result is 0 (passed clinical trial). (4) The molecule is Cc1cn[nH]c1. The result is 0 (passed clinical trial). (5) The compound is CO/N=C(\C(=O)N[C@@H]1C(=O)N2C(C(=O)[O-])=CCS[C@H]12)c1csc(N)n1. The result is 0 (passed clinical trial).